Dataset: Catalyst prediction with 721,799 reactions and 888 catalyst types from USPTO. Task: Predict which catalyst facilitates the given reaction. (1) Reactant: [C:1]([N:8]1[CH2:12][CH2:11][C@H:10]([NH2:13])[CH2:9]1)([O:3][C:4]([CH3:7])([CH3:6])[CH3:5])=[O:2].C(N(CC)CC)C.[Br:21][C:22]1[C:23](Cl)=[N:24][C:25]([Cl:28])=[N:26][CH:27]=1. Product: [Br:21][C:22]1[C:23]([NH:13][C@H:10]2[CH2:11][CH2:12][N:8]([C:1]([O:3][C:4]([CH3:7])([CH3:6])[CH3:5])=[O:2])[CH2:9]2)=[N:24][C:25]([Cl:28])=[N:26][CH:27]=1. The catalyst class is: 12. (2) Reactant: [CH3:1][O:2][C:3]1[CH:4]=[C:5]([CH:10]=[CH:11][C:12]=1[O:13][CH2:14][C:15]([O:18][CH3:19])([CH3:17])[CH3:16])[C:6]([O:8]C)=[O:7].[OH-].[Na+]. Product: [CH3:1][O:2][C:3]1[CH:4]=[C:5]([CH:10]=[CH:11][C:12]=1[O:13][CH2:14][C:15]([O:18][CH3:19])([CH3:16])[CH3:17])[C:6]([OH:8])=[O:7]. The catalyst class is: 12.